This data is from NCI-60 drug combinations with 297,098 pairs across 59 cell lines. The task is: Regression. Given two drug SMILES strings and cell line genomic features, predict the synergy score measuring deviation from expected non-interaction effect. (1) Drug 1: CCN(CC)CCNC(=O)C1=C(NC(=C1C)C=C2C3=C(C=CC(=C3)F)NC2=O)C. Drug 2: CC1=C(C(=O)C2=C(C1=O)N3CC4C(C3(C2COC(=O)N)OC)N4)N. Cell line: MCF7. Synergy scores: CSS=13.0, Synergy_ZIP=-0.821, Synergy_Bliss=-3.50, Synergy_Loewe=-14.2, Synergy_HSA=-4.52. (2) Drug 1: C1CN(CCN1C(=O)CCBr)C(=O)CCBr. Drug 2: B(C(CC(C)C)NC(=O)C(CC1=CC=CC=C1)NC(=O)C2=NC=CN=C2)(O)O. Cell line: K-562. Synergy scores: CSS=40.8, Synergy_ZIP=-0.126, Synergy_Bliss=4.54, Synergy_Loewe=-35.8, Synergy_HSA=-0.985. (3) Drug 1: CC12CCC(CC1=CCC3C2CCC4(C3CC=C4C5=CN=CC=C5)C)O. Drug 2: CC12CCC3C(C1CCC2O)C(CC4=C3C=CC(=C4)O)CCCCCCCCCS(=O)CCCC(C(F)(F)F)(F)F. Cell line: HCT116. Synergy scores: CSS=5.16, Synergy_ZIP=-3.24, Synergy_Bliss=-0.505, Synergy_Loewe=-1.35, Synergy_HSA=-0.424. (4) Drug 1: CC1=C(C=C(C=C1)NC2=NC=CC(=N2)N(C)C3=CC4=NN(C(=C4C=C3)C)C)S(=O)(=O)N.Cl. Drug 2: CC1=C2C(C(=O)C3(C(CC4C(C3C(C(C2(C)C)(CC1OC(=O)C(C(C5=CC=CC=C5)NC(=O)OC(C)(C)C)O)O)OC(=O)C6=CC=CC=C6)(CO4)OC(=O)C)OC)C)OC. Cell line: SK-MEL-5. Synergy scores: CSS=41.5, Synergy_ZIP=6.35, Synergy_Bliss=6.37, Synergy_Loewe=-21.9, Synergy_HSA=4.86. (5) Drug 1: CCN(CC)CCNC(=O)C1=C(NC(=C1C)C=C2C3=C(C=CC(=C3)F)NC2=O)C. Cell line: SW-620. Drug 2: CN1C(=O)N2C=NC(=C2N=N1)C(=O)N. Synergy scores: CSS=75.3, Synergy_ZIP=3.40, Synergy_Bliss=3.03, Synergy_Loewe=-5.44, Synergy_HSA=12.5. (6) Drug 1: C1CCC(C1)C(CC#N)N2C=C(C=N2)C3=C4C=CNC4=NC=N3. Drug 2: C1CC(=O)NC(=O)C1N2C(=O)C3=CC=CC=C3C2=O. Cell line: NCIH23. Synergy scores: CSS=15.0, Synergy_ZIP=-1.26, Synergy_Bliss=5.18, Synergy_Loewe=2.52, Synergy_HSA=5.47. (7) Drug 1: CC1C(C(CC(O1)OC2CC(CC3=C2C(=C4C(=C3O)C(=O)C5=C(C4=O)C(=CC=C5)OC)O)(C(=O)CO)O)N)O.Cl. Drug 2: B(C(CC(C)C)NC(=O)C(CC1=CC=CC=C1)NC(=O)C2=NC=CN=C2)(O)O. Cell line: NCI-H460. Synergy scores: CSS=79.6, Synergy_ZIP=6.48, Synergy_Bliss=6.58, Synergy_Loewe=-3.70, Synergy_HSA=8.12.